This data is from Peptide-MHC class II binding affinity with 134,281 pairs from IEDB. The task is: Regression. Given a peptide amino acid sequence and an MHC pseudo amino acid sequence, predict their binding affinity value. This is MHC class II binding data. (1) The peptide sequence is EVDMTPADALDDFDL. The MHC is HLA-DQA10102-DQB10602 with pseudo-sequence HLA-DQA10102-DQB10602. The binding affinity (normalized) is 0.534. (2) The peptide sequence is GMVLGSLAATVRLQA. The MHC is DRB1_0101 with pseudo-sequence DRB1_0101. The binding affinity (normalized) is 0.482. (3) The peptide sequence is AAEQLWVTVYYGVPVWK. The MHC is HLA-DPA10103-DPB10301 with pseudo-sequence HLA-DPA10103-DPB10301. The binding affinity (normalized) is 0.360. (4) The peptide sequence is EAEPPFGESNIVIGI. The MHC is DRB1_0401 with pseudo-sequence DRB1_0401. The binding affinity (normalized) is 0.181. (5) The MHC is DRB1_0404 with pseudo-sequence DRB1_0404. The peptide sequence is EPFLKTTPRPLRLPD. The binding affinity (normalized) is 0.297. (6) The peptide sequence is INEPTAAAIFYGLDR. The MHC is HLA-DQA10102-DQB10602 with pseudo-sequence HLA-DQA10102-DQB10602. The binding affinity (normalized) is 0.709. (7) The peptide sequence is KAFVLDSDNLIPKVV. The MHC is HLA-DQA10101-DQB10501 with pseudo-sequence HLA-DQA10101-DQB10501. The binding affinity (normalized) is 0.472.